Dataset: TCR-epitope binding with 47,182 pairs between 192 epitopes and 23,139 TCRs. Task: Binary Classification. Given a T-cell receptor sequence (or CDR3 region) and an epitope sequence, predict whether binding occurs between them. (1) The epitope is ELAGIGILTV. The TCR CDR3 sequence is CSAFPTATNEKLFF. Result: 1 (the TCR binds to the epitope). (2) The epitope is YLNTLTLAV. The TCR CDR3 sequence is CASSLVSGSSYNSPLHF. Result: 1 (the TCR binds to the epitope). (3) The epitope is ELAGIGILTV. The TCR CDR3 sequence is CASSQELSGDTQYF. Result: 1 (the TCR binds to the epitope). (4) The epitope is YFPLQSYGF. The TCR CDR3 sequence is CASSEMGDGYTF. Result: 1 (the TCR binds to the epitope).